From a dataset of Peptide-MHC class II binding affinity with 134,281 pairs from IEDB. Regression. Given a peptide amino acid sequence and an MHC pseudo amino acid sequence, predict their binding affinity value. This is MHC class II binding data. (1) The peptide sequence is VWKRELNLLDKRQFE. The MHC is HLA-DQA10201-DQB10303 with pseudo-sequence HLA-DQA10201-DQB10303. The binding affinity (normalized) is 0. (2) The peptide sequence is SGQVVTYALNTITNLKK. The MHC is DRB5_0101 with pseudo-sequence DRB5_0101. The binding affinity (normalized) is 0.898. (3) The peptide sequence is GVFIHNDVEAWMDRYKYY. The MHC is DRB1_0405 with pseudo-sequence DRB1_0405. The binding affinity (normalized) is 0.0862. (4) The peptide sequence is YDKALANVSTVLTGK. The MHC is DRB1_0405 with pseudo-sequence DRB1_0405. The binding affinity (normalized) is 0.526. (5) The peptide sequence is EKKYFAGTQFEPLAA. The MHC is HLA-DPA10103-DPB10401 with pseudo-sequence HLA-DPA10103-DPB10401. The binding affinity (normalized) is 1.00. (6) The peptide sequence is DAAFKIAATAANAAP. The MHC is HLA-DPA10301-DPB10402 with pseudo-sequence HLA-DPA10301-DPB10402. The binding affinity (normalized) is 0.153. (7) The peptide sequence is ALSAEYAAVAQELSV. The MHC is DRB1_1302 with pseudo-sequence DRB1_1302. The binding affinity (normalized) is 0.0614.